Dataset: Forward reaction prediction with 1.9M reactions from USPTO patents (1976-2016). Task: Predict the product of the given reaction. (1) Given the reactants [CH2:1]([O:8][C:9]1[C:16]([CH3:17])=[C:15]([CH3:18])[C:14]([O:19][CH2:20][C:21]2[CH:26]=[CH:25][CH:24]=[CH:23][CH:22]=2)=[C:13]([CH3:27])[C:10]=1[CH:11]=[O:12])[C:2]1[CH:7]=[CH:6][CH:5]=[CH:4][CH:3]=1.[NH4+].[Cl-].CCOC(C)=O.O.[CH2:37]1[CH2:41]OC[CH2:38]1, predict the reaction product. The product is: [CH2:1]([O:8][C:9]1[C:16]([CH3:17])=[C:15]([CH3:18])[C:14]([O:19][CH2:20][C:21]2[CH:26]=[CH:25][CH:24]=[CH:23][CH:22]=2)=[C:13]([CH3:27])[C:10]=1[CH:11]([OH:12])[CH2:41][CH:37]=[CH2:38])[C:2]1[CH:3]=[CH:4][CH:5]=[CH:6][CH:7]=1. (2) Given the reactants [Cl:1][C:2]1[CH:3]=[C:4]([CH:24]=[CH:25][CH:26]=1)[C:5]([NH:7][C:8]1[C:9]([N:15]2[CH2:20][CH2:19][CH:18]([CH:21](O)C)[CH2:17][CH2:16]2)=[N:10][CH:11]=[C:12]([Cl:14])[CH:13]=1)=[O:6].C1(P(C2C=CC=CC=2)C2C=CC=CC=2)C=CC=CC=1.C(Br)(Br)(Br)[Br:47], predict the reaction product. The product is: [Br:47][CH2:21][CH:18]1[CH2:19][CH2:20][N:15]([C:9]2[C:8]([NH:7][C:5](=[O:6])[C:4]3[CH:24]=[CH:25][CH:26]=[C:2]([Cl:1])[CH:3]=3)=[CH:13][C:12]([Cl:14])=[CH:11][N:10]=2)[CH2:16][CH2:17]1. (3) Given the reactants IC1C=CC(C2CCCC(=O)C2)=CC=1.I[C:16]1[CH:21]=[CH:20][C:19]([CH:22]2[CH2:27][CH2:26][CH2:25][CH:24]([NH:28][CH:29]([C:31]3[C:40]4[C:35](=[CH:36][CH:37]=[CH:38][CH:39]=4)[CH:34]=[CH:33][CH:32]=3)[CH3:30])[CH2:23]2)=[CH:18][CH:17]=1.[C:41]([NH2:44])(=[O:43])[CH3:42].NCC(O)=O.[O-]P([O-])([O-])=O.[K+].[K+].[K+], predict the reaction product. The product is: [C:31]1([C@H:29]([NH:28][CH:24]2[CH2:25][CH2:26][CH2:27][CH:22]([C:19]3[CH:18]=[CH:17][C:16]([NH:44][C:41](=[O:43])[CH3:42])=[CH:21][CH:20]=3)[CH2:23]2)[CH3:30])[C:40]2[C:35](=[CH:36][CH:37]=[CH:38][CH:39]=2)[CH:34]=[CH:33][CH:32]=1. (4) Given the reactants Cl.[NH2:2][C:3]1[N:8]=[C:7]([CH2:9][CH2:10][C:11](O)=[O:12])[C:6]([C:14]2[CH:19]=[CH:18][C:17]([N+:20]([O-:22])=[O:21])=[CH:16][CH:15]=2)=[C:5]([NH2:23])[N:4]=1.[CH2:24]([NH2:31])[C:25]1[CH:30]=[CH:29][CH:28]=[CH:27][CH:26]=1.CN(C(ON1N=NC2C=CC=CC1=2)=[N+](C)C)C.[B-](F)(F)(F)F, predict the reaction product. The product is: [CH2:24]([NH:31][C:11](=[O:12])[CH2:10][CH2:9][C:7]1[C:6]([C:14]2[CH:15]=[CH:16][C:17]([N+:20]([O-:22])=[O:21])=[CH:18][CH:19]=2)=[C:5]([NH2:23])[N:4]=[C:3]([NH2:2])[N:8]=1)[C:25]1[CH:30]=[CH:29][CH:28]=[CH:27][CH:26]=1. (5) Given the reactants C1CCCCCCC(=O)OCCCCCCC1.NCCCN.[C:23]([O:30]C([O-])=O)(=O)[O:24][C:25]([CH3:28])([CH3:27])[CH3:26].[NH2:34][CH2:35][CH2:36][CH2:37][NH:38][C:39](=[O:55])[CH2:40][CH2:41][CH2:42][CH2:43][CH2:44][CH2:45][CH2:46][CH2:47][CH2:48][CH2:49][CH2:50][CH2:51][CH2:52][CH2:53][OH:54], predict the reaction product. The product is: [C:25]([O:24][C:23](=[O:30])[NH:34][CH2:35][CH2:36][CH2:37][NH:38][C:39](=[O:55])[CH2:40][CH2:41][CH2:42][CH2:43][CH2:44][CH2:45][CH2:46][CH2:47][CH2:48][CH2:49][CH2:50][CH2:51][CH2:52][CH2:53][OH:54])([CH3:26])([CH3:27])[CH3:28]. (6) Given the reactants [C:1]1([OH:9])[CH:6]=[C:5]([OH:7])[CH:4]=[C:3]([OH:8])[CH:2]=1.C([O-])([O-])=O.[K+].[K+].I[CH2:17][CH3:18], predict the reaction product. The product is: [CH2:17]([O:7][C:5]1[CH:6]=[C:1]([OH:9])[CH:2]=[C:3]([OH:8])[CH:4]=1)[CH3:18]. (7) Given the reactants Cl[C:2]1[CH:7]=[CH:6][N:5]2[N:8]=[CH:9][C:10]([CH:11]=[O:12])=[C:4]2[N:3]=1.O1CCN(CCOC2C=C(C=CC=2)N)CC1.ClCCl, predict the reaction product. The product is: [N:8]1[N:5]2[CH:6]=[CH:7][CH:2]=[N:3][C:4]2=[C:10]([CH:11]=[O:12])[CH:9]=1.